Dataset: Forward reaction prediction with 1.9M reactions from USPTO patents (1976-2016). Task: Predict the product of the given reaction. (1) Given the reactants [CH3:1][C:2]1[CH:3]=[CH:4][C:5]2[N:10](N=C(C)C)[CH2:9][CH:8]([C:15]3[CH:20]=[CH:19][CH:18]=[CH:17][CH:16]=3)[O:7][C:6]=2[CH:21]=1.[CH3:22][N:23]1[CH2:28][CH2:27][CH2:26][CH2:25][C:24]1=O.OS(O)(=O)=O, predict the reaction product. The product is: [CH3:1][C:2]1[CH:3]=[C:4]2[C:5]3=[C:6]([O:7][CH:8]([C:15]4[CH:16]=[CH:17][CH:18]=[CH:19][CH:20]=4)[CH2:9][N:10]3[C:26]3[CH2:27][CH2:28][N:23]([CH3:22])[CH2:24][C:25]2=3)[CH:21]=1. (2) Given the reactants Cl.[Br:2][C:3]1[C:4]([C@@H:10]([NH2:20])[CH2:11][C:12]2[CH:17]=[C:16]([F:18])[CH:15]=[C:14]([F:19])[CH:13]=2)=[N:5][C:6]([Br:9])=[CH:7][CH:8]=1.[F:21][C:22]1([F:39])[C:26]2[N:27]([CH2:34][C:35](O)=[O:36])[N:28]=[C:29]([C:30]([F:33])([F:32])[F:31])[C:25]=2[C@H:24]2[CH2:38][C@@H:23]12.CN(C(ON1N=NC2C=CC=NC1=2)=[N+](C)C)C.F[P-](F)(F)(F)(F)F.CCN(C(C)C)C(C)C, predict the reaction product. The product is: [Br:2][C:3]1[C:4]([C@@H:10]([NH:20][C:35](=[O:36])[CH2:34][N:27]2[C:26]3[C:22]([F:21])([F:39])[C@@H:23]4[CH2:38][C@@H:24]4[C:25]=3[C:29]([C:30]([F:32])([F:31])[F:33])=[N:28]2)[CH2:11][C:12]2[CH:17]=[C:16]([F:18])[CH:15]=[C:14]([F:19])[CH:13]=2)=[N:5][C:6]([Br:9])=[CH:7][CH:8]=1.